Dataset: Full USPTO retrosynthesis dataset with 1.9M reactions from patents (1976-2016). Task: Predict the reactants needed to synthesize the given product. (1) Given the product [Cl:8][C:3]1[C:2]([S:13]([Cl:16])(=[O:15])=[O:14])=[CH:7][CH:6]=[CH:5][N:4]=1, predict the reactants needed to synthesize it. The reactants are: N[C:2]1[C:3]([Cl:8])=[N:4][CH:5]=[CH:6][CH:7]=1.N([O-])=O.[Na+].[S:13](=[O:15])=[O:14].[ClH:16]. (2) Given the product [NH2:8][C:5]1[CH:6]=[CH:7][C:2]([C:19]2[CH2:24][CH2:23][N:22]([C:25]([O:27][C:28]([CH3:31])([CH3:30])[CH3:29])=[O:26])[CH2:21][CH:20]=2)=[CH:3][C:4]=1[O:9][CH3:10], predict the reactants needed to synthesize it. The reactants are: Br[C:2]1[CH:7]=[CH:6][C:5]([NH2:8])=[C:4]([O:9][CH3:10])[CH:3]=1.CC1(C)C(C)(C)CB([C:19]2[CH2:24][CH2:23][N:22]([C:25]([O:27][C:28]([CH3:31])([CH3:30])[CH3:29])=[O:26])[CH2:21][CH:20]=2)C1.C(=O)([O-])[O-].[Na+].[Na+]. (3) Given the product [Br:11][C:12]1[CH:21]=[C:20]([CH:22]=[O:23])[C:19]([C:24]2[CH:29]=[CH:28][CH:27]=[C:26]([F:30])[CH:25]=2)=[C:18]2[C:13]=1[CH:14]=[CH:15][CH:16]=[N:17]2, predict the reactants needed to synthesize it. The reactants are: CS(C)=O.C(Cl)(=O)C(Cl)=O.[Br:11][C:12]1[CH:21]=[C:20]([CH2:22][OH:23])[C:19]([C:24]2[CH:29]=[CH:28][CH:27]=[C:26]([F:30])[CH:25]=2)=[C:18]2[C:13]=1[CH:14]=[CH:15][CH:16]=[N:17]2.C(N(CC)CC)C. (4) Given the product [Cl:1][C:2]1[N:10]([CH2:11][CH:12]=[CH2:13])[C:9]2[C:8](=[O:14])[N:7]([CH2:22][CH:23]([OH:34])[CH2:24][CH2:25][CH2:26][CH2:27][C:28]3[CH:29]=[CH:30][CH:31]=[CH:32][CH:33]=3)[C:6](=[O:15])[N:5]([CH2:16][CH2:17][CH2:18][CH2:19][CH3:20])[C:4]=2[N:3]=1, predict the reactants needed to synthesize it. The reactants are: [Cl:1][C:2]1[N:10]([CH2:11][CH:12]=[CH2:13])[C:9]2[C:8](=[O:14])[NH:7][C:6](=[O:15])[N:5]([CH2:16][CH2:17][CH2:18][CH2:19][CH3:20])[C:4]=2[N:3]=1.Cl[CH2:22][CH:23]([OH:34])[CH2:24][CH2:25][CH2:26][CH2:27][C:28]1[CH:33]=[CH:32][CH:31]=[CH:30][CH:29]=1.C(=O)([O-])[O-].[Cs+].[Cs+]. (5) Given the product [CH3:7][C:5]1[N:6]=[C:2]([NH:1][C:15]([C:17]2[CH:22]=[C:21]([Br:23])[CH:20]=[C:19]([CH3:24])[N:18]=2)=[O:14])[S:3][CH:4]=1, predict the reactants needed to synthesize it. The reactants are: [NH2:1][C:2]1[S:3][CH:4]=[C:5]([CH3:7])[N:6]=1.C[Al](C)C.C([O:14][C:15]([C:17]1[CH:22]=[C:21]([Br:23])[CH:20]=[C:19]([CH3:24])[N:18]=1)=O)C.